The task is: Predict the reactants needed to synthesize the given product.. This data is from Retrosynthesis with 50K atom-mapped reactions and 10 reaction types from USPTO. Given the product Nc1nnc(-c2ccc(Cl)c(Cl)c2)c(-c2ccccc2)n1, predict the reactants needed to synthesize it. The reactants are: Nc1nnc(Br)c(-c2ccccc2)n1.OB(O)c1ccc(Cl)c(Cl)c1.